Dataset: Full USPTO retrosynthesis dataset with 1.9M reactions from patents (1976-2016). Task: Predict the reactants needed to synthesize the given product. (1) Given the product [Br:16][C:17]1[CH:18]=[N:19][N:20]2[CH:25]=[CH:24][C:23]([N:9]3[C@@H:8]([C:5]4[CH:4]=[CH:3][C:2]([F:1])=[CH:7][N:6]=4)[CH2:12][O:11][C:10]3=[O:13])=[N:22][C:21]=12, predict the reactants needed to synthesize it. The reactants are: [F:1][C:2]1[CH:3]=[CH:4][C:5]([C@H:8]2[CH2:12][O:11][C:10](=[O:13])[NH:9]2)=[N:6][CH:7]=1.[H-].[Na+].[Br:16][C:17]1[CH:18]=[N:19][N:20]2[CH:25]=[CH:24][C:23](Cl)=[N:22][C:21]=12.O. (2) Given the product [OH:4][C@@H:5]([CH3:35])[C@@H:6]([O:8][C:9]1[CH:10]=[C:11]([O:24][C:25]2[N:26]=[CH:27][C:28]([C:31]([OH:33])=[O:32])=[N:29][CH:30]=2)[CH:12]=[C:13]([C:15]([NH:17][C:18]2[CH:22]=[CH:21][N:20]([CH3:23])[N:19]=2)=[O:16])[CH:14]=1)[CH3:7], predict the reactants needed to synthesize it. The reactants are: O.[OH-].[Li+].[OH:4][C@H:5]([CH3:35])[C@H:6]([O:8][C:9]1[CH:10]=[C:11]([O:24][C:25]2[N:26]=[CH:27][C:28]([C:31]([O:33]C)=[O:32])=[N:29][CH:30]=2)[CH:12]=[C:13]([C:15]([NH:17][C:18]2[CH:22]=[CH:21][N:20]([CH3:23])[N:19]=2)=[O:16])[CH:14]=1)[CH3:7].O[C@@H](C)[C@@H](OC1C=C(OC2N=CC(C(OC)=O)=NC=2)C=C(C(NC2C=CN(C)N=2)=O)C=1)C. (3) Given the product [Br-:23].[C:9]([C:8]([C:17]1[CH:22]=[CH:21][CH:20]=[CH:19][CH:18]=1)([C:11]1[CH:12]=[CH:13][CH:14]=[CH:15][CH:16]=1)[C:4]12[CH2:7][N+:1]([CH2:24][CH:25]3[CH2:30][CH2:29][CH2:28][CH2:27][CH2:26]3)([CH2:6][CH2:5]1)[CH2:2][CH2:3]2)#[N:10], predict the reactants needed to synthesize it. The reactants are: [N:1]12[CH2:7][C:4]([C:8]([C:17]3[CH:22]=[CH:21][CH:20]=[CH:19][CH:18]=3)([C:11]3[CH:16]=[CH:15][CH:14]=[CH:13][CH:12]=3)[C:9]#[N:10])([CH2:5][CH2:6]1)[CH2:3][CH2:2]2.[Br:23][CH2:24][CH:25]1[CH2:30][CH2:29][CH2:28][CH2:27][CH2:26]1. (4) Given the product [F:33][C:30]1[CH:31]=[CH:32][C:27]([S:24]([C:21]([C:18]2[O:17][C:16]([C:14]3[O:13][N:12]=[C:11]([C:8]([CH3:10])([CH3:9])[CH2:7][OH:6])[CH:15]=3)=[N:20][N:19]=2)([CH3:23])[CH3:22])(=[O:25])=[O:26])=[CH:28][CH:29]=1, predict the reactants needed to synthesize it. The reactants are: C([Si](C)(C)[O:6][CH2:7][C:8]([C:11]1[CH:15]=[C:14]([C:16]2[O:17][C:18]([C:21]([S:24]([C:27]3[CH:32]=[CH:31][C:30]([F:33])=[CH:29][CH:28]=3)(=[O:26])=[O:25])([CH3:23])[CH3:22])=[N:19][N:20]=2)[O:13][N:12]=1)([CH3:10])[CH3:9])(C)(C)C.C([Si](C)(C)OCC(C1C=C(C(O)=O)ON=1)(C)C)(C)(C)C. (5) Given the product [C:1]([C:3]1[CH:22]=[CH:21][C:6]([CH2:7][C:8]2[C:9]([CH3:20])=[C:10]([CH3:19])[C:11]([O:18][S:33]([C:36]([F:39])([F:38])[F:37])(=[O:35])=[O:34])=[C:12]([CH:17]=2)[C:13]([O:15][CH3:16])=[O:14])=[CH:5][C:4]=1[F:23])#[N:2], predict the reactants needed to synthesize it. The reactants are: [C:1]([C:3]1[CH:22]=[CH:21][C:6]([CH2:7][C:8]2[C:9]([CH3:20])=[C:10]([CH3:19])[C:11]([OH:18])=[C:12]([CH:17]=2)[C:13]([O:15][CH3:16])=[O:14])=[CH:5][C:4]=1[F:23])#[N:2].[H-].[Na+].C1C=CC(N([S:33]([C:36]([F:39])([F:38])[F:37])(=[O:35])=[O:34])[S:33]([C:36]([F:39])([F:38])[F:37])(=[O:35])=[O:34])=CC=1.Cl. (6) Given the product [ClH:1].[C:2]1([N:8]([CH2:31][CH2:32][C:33]([OH:35])=[O:34])[C:9]([C:11]2[CH:12]=[CH:13][C:14]3[S:18][C:17]([CH2:19][CH2:20][C:21]4[CH:26]=[CH:25][C:24]([C:27](=[NH:28])[NH2:29])=[CH:23][CH:22]=4)=[N:16][C:15]=3[CH:30]=2)=[O:10])[CH:3]=[CH:4][CH:5]=[CH:6][CH:7]=1, predict the reactants needed to synthesize it. The reactants are: [ClH:1].[C:2]1([N:8]([CH2:31][CH2:32][C:33]([O:35]CC)=[O:34])[C:9]([C:11]2[CH:12]=[CH:13][C:14]3[S:18][C:17]([CH2:19][CH2:20][C:21]4[CH:26]=[CH:25][C:24]([C:27](=[NH:29])[NH2:28])=[CH:23][CH:22]=4)=[N:16][C:15]=3[CH:30]=2)=[O:10])[CH:7]=[CH:6][CH:5]=[CH:4][CH:3]=1.[OH-].[Na+]. (7) The reactants are: [CH:1]([O:4][C:5]1[C:14]2[C:9](=[CH:10][C:11]([C:15]([OH:17])=O)=[CH:12][CH:13]=2)[CH:8]=[C:7]([NH:18][C:19]2[CH:23]=[C:22]([CH3:24])[NH:21][N:20]=2)[N:6]=1)([CH3:3])[CH3:2].[CH:25]([NH2:28])([CH3:27])[CH3:26]. Given the product [CH:25]([NH:28][C:15]([C:11]1[CH:10]=[C:9]2[C:14](=[CH:13][CH:12]=1)[C:5]([O:4][CH:1]([CH3:3])[CH3:2])=[N:6][C:7]([NH:18][C:19]1[CH:23]=[C:22]([CH3:24])[NH:21][N:20]=1)=[CH:8]2)=[O:17])([CH3:27])[CH3:26], predict the reactants needed to synthesize it.